Predict the reaction yield, written as a fraction of the theoretical maximum amount of product (1.0 means a 100% yield; for example, 0.34 means a 34% yield). From a dataset of Reaction yield outcomes from USPTO patents with 853,638 reactions. (1) The reactants are C([O:4][C:5]1[CH:6]=[C:7]2[C:12](=[CH:13][C:14]=1[O:15][CH3:16])[N:11]=[CH:10][N:9]=[C:8]2[Cl:17])(=O)C. The catalyst is N. The product is [Cl:17][C:8]1[C:7]2[C:12](=[CH:13][C:14]([O:15][CH3:16])=[C:5]([OH:4])[CH:6]=2)[N:11]=[CH:10][N:9]=1. The yield is 0.678. (2) The reactants are [CH3:1][N:2]([CH3:31])[C:3]1[N:8]=[C:7]([O:9][CH3:10])[C:6]([C:11]2[C:24]3[C:19](=[CH:20][C:21]([O:27][CH2:28][CH3:29])=[C:22]([O:25][CH3:26])[CH:23]=3)[C@@H:18]3[C@@H:13]([CH2:14][CH2:15][C@@H:16]([OH:30])[CH2:17]3)[N:12]=2)=[CH:5][N:4]=1.[C:32]([OH:39])(=[O:38])/[CH:33]=[CH:34]/[C:35]([OH:37])=[O:36]. The catalyst is CC(C)=O.C(O)(C)C. The product is [C:32]([OH:39])(=[O:38])/[CH:33]=[CH:34]/[C:35]([OH:37])=[O:36].[CH3:31][N:2]([CH3:1])[C:3]1[N:8]=[C:7]([O:9][CH3:10])[C:6]([C:11]2[C:24]3[C:19](=[CH:20][C:21]([O:27][CH2:28][CH3:29])=[C:22]([O:25][CH3:26])[CH:23]=3)[C@@H:18]3[C@@H:13]([CH2:14][CH2:15][C@@H:16]([OH:30])[CH2:17]3)[N:12]=2)=[CH:5][N:4]=1. The yield is 0.570. (3) The reactants are CCCC[N+](CCCC)(CCCC)CCCC.[F-].C([SiH2][O:24][C:25](C)(C)[C:26]1[CH:27]=[C:28]([CH:38]=[CH:39][C:40]=1[Cl:41])[CH2:29][NH:30][C:31](=[O:37])[CH2:32][C:33]([F:36])([F:35])[F:34])(C)(C)C.CCOC(C)=O. The catalyst is C1COCC1. The product is [Cl:41][C:40]1[CH:39]=[CH:38][C:28]([CH2:29][NH:30][C:31](=[O:37])[CH2:32][C:33]([F:36])([F:35])[F:34])=[CH:27][C:26]=1[CH2:25][OH:24]. The yield is 0.650. (4) The reactants are C[O:2][C:3](=[O:24])[C:4]1[C:5](=[C:10]([NH:14][C:15]2[CH:20]=[CH:19][C:18]([CH:21]([CH3:23])[CH3:22])=[CH:17][CH:16]=2)[CH:11]=[CH:12][CH:13]=1)[C:6]([O:8]C)=[O:7].[OH-].[Na+]. The catalyst is C(O)C. The product is [CH:21]([C:18]1[CH:17]=[CH:16][C:15]([NH:14][C:10]2[CH:11]=[CH:12][CH:13]=[C:4]([C:3]([OH:24])=[O:2])[C:5]=2[C:6]([OH:8])=[O:7])=[CH:20][CH:19]=1)([CH3:23])[CH3:22]. The yield is 1.00. (5) The reactants are [NH2:1][C:2]1[CH:7]=[CH:6][C:5]([C:8]2[N:13]=[C:12]([N:14]3[CH:19]([CH3:20])[CH2:18][O:17][CH2:16][CH:15]3[CH3:21])[N:11]=[C:10]([C:22]3[CH:27]=[CH:26][C:25]([NH:28][C:29]([NH:31][CH3:32])=[O:30])=[CH:24][CH:23]=3)[N:9]=2)=[CH:4][CH:3]=1.[N:33]1[CH:38]=[CH:37][C:36]([NH:39][C:40](=O)[O:41]C2C=CC=CC=2)=[CH:35][CH:34]=1. No catalyst specified. The product is [CH3:21][CH:15]1[CH2:16][O:17][CH2:18][CH:19]([CH3:20])[N:14]1[C:12]1[N:11]=[C:10]([C:22]2[CH:27]=[CH:26][C:25]([NH:28][C:29](=[O:30])[NH:31][CH3:32])=[CH:24][CH:23]=2)[N:9]=[C:8]([C:5]2[CH:4]=[CH:3][C:2]([NH:1][C:40]([NH:39][C:36]3[CH:37]=[CH:38][N:33]=[CH:34][CH:35]=3)=[O:41])=[CH:7][CH:6]=2)[N:13]=1. The yield is 0.00800. (6) The reactants are [CH2:1]([O:3][C:4](=[O:20])[C:5]([C:10]([C:12]1[C:17]([Cl:18])=[CH:16][C:15]([Cl:19])=[CH:14][N:13]=1)=[O:11])=[CH:6]N(C)C)[CH3:2].[NH2:21][C@H:22]([CH2:26][OH:27])[CH:23]([CH3:25])[CH3:24]. The catalyst is C1COCC1. The product is [CH2:1]([O:3][C:4](=[O:20])[C:5]([C:10]([C:12]1[C:17]([Cl:18])=[CH:16][C:15]([Cl:19])=[CH:14][N:13]=1)=[O:11])=[CH:6][NH:21][C@H:22]([CH2:26][OH:27])[CH:23]([CH3:25])[CH3:24])[CH3:2]. The yield is 1.00.